From a dataset of Catalyst prediction with 721,799 reactions and 888 catalyst types from USPTO. Predict which catalyst facilitates the given reaction. (1) Reactant: C([O:8][C:9]1[CH:10]=[C:11]2[C:15](=[CH:16][CH:17]=1)[NH:14][CH:13]=[C:12]2[C:18]1[CH2:19][CH2:20][N:21]([CH2:24][CH2:25][CH2:26][CH2:27][CH2:28][CH2:29][CH2:30][N:31]2[C:35](=[O:36])[C:34]3=[CH:37][CH:38]=[CH:39][CH:40]=[C:33]3[C:32]2=[O:41])[CH2:22][CH:23]=1)C1C=CC=CC=1.C([O-])=O.[NH4+]. Product: [OH:8][C:9]1[CH:10]=[C:11]2[C:15](=[CH:16][CH:17]=1)[NH:14][CH:13]=[C:12]2[CH:18]1[CH2:19][CH2:20][N:21]([CH2:24][CH2:25][CH2:26][CH2:27][CH2:28][CH2:29][CH2:30][N:31]2[C:32](=[O:41])[C:33]3=[CH:40][CH:39]=[CH:38][CH:37]=[C:34]3[C:35]2=[O:36])[CH2:22][CH2:23]1. The catalyst class is: 748. (2) Reactant: [OH-].[K+].[N:3]1[CH:8]=[CH:7][CH:6]=[C:5]([CH2:9][C:10]#[N:11])[CH:4]=1.[CH2:12]([N:19]([CH2:23][CH2:24]Cl)[CH2:20][CH2:21]Cl)[C:13]1[CH:18]=[CH:17][CH:16]=[CH:15][CH:14]=1.C1OCCOCCOCCOCCOCCOC1. Product: [CH2:12]([N:19]1[CH2:23][CH2:24][C:9]([C:5]2[CH:4]=[N:3][CH:8]=[CH:7][CH:6]=2)([C:10]#[N:11])[CH2:21][CH2:20]1)[C:13]1[CH:18]=[CH:17][CH:16]=[CH:15][CH:14]=1. The catalyst class is: 11. (3) The catalyst class is: 13. Reactant: [C:1]([C:3]1[CH:8]=[CH:7][CH:6]=[CH:5][C:4]=1[C:9]1[CH:14]=[CH:13][C:12]([CH2:15][CH:16]([C:22](=O)[CH2:23][CH2:24][CH3:25])[C:17](OCC)=[O:18])=[CH:11][CH:10]=1)#[N:2].[O:27]1[C:31]2([CH2:36][CH2:35][CH:34]([NH:37][C:38]3[NH:42][C:41]([CH3:43])=[N:40][N:39]=3)[CH2:33][CH2:32]2)[O:30][CH2:29][CH2:28]1.C(N(CC)C1C=CC=CC=1)C. Product: [O:27]1[C:31]2([CH2:32][CH2:33][CH:34]([N:37]3[C:17](=[O:18])[C:16]([CH2:15][C:12]4[CH:13]=[CH:14][C:9]([C:4]5[C:3]([C:1]#[N:2])=[CH:8][CH:7]=[CH:6][CH:5]=5)=[CH:10][CH:11]=4)=[C:22]([CH2:23][CH2:24][CH3:25])[N:39]4[N:40]=[C:41]([CH3:43])[N:42]=[C:38]34)[CH2:35][CH2:36]2)[O:30][CH2:29][CH2:28]1. (4) Reactant: [CH3:1][N:2]1[CH:6]=[CH:5][CH:4]=[C:3]1[C:7]([NH:9][C@@H:10]1[CH2:19][CH2:18][CH2:17][C:16]2[CH:15]=[C:14]([C:20]([O:22]CC)=[O:21])[CH:13]=[CH:12][C:11]1=2)=[O:8].[OH-].[Li+].O.Cl. Product: [CH3:1][N:2]1[CH:6]=[CH:5][CH:4]=[C:3]1[C:7]([NH:9][C@@H:10]1[CH2:19][CH2:18][CH2:17][C:16]2[CH:15]=[C:14]([C:20]([OH:22])=[O:21])[CH:13]=[CH:12][C:11]1=2)=[O:8]. The catalyst class is: 83. (5) Reactant: FC(F)(F)C(O)=O.[F:8][C:9]([F:31])([F:30])[C:10]1[CH:15]=[CH:14][C:13]([C:16]2[O:20][N:19]=[C:18]([CH:21]3[CH2:24][C:23]4([CH2:29][CH2:28][NH:27][CH2:26][CH2:25]4)[CH2:22]3)[N:17]=2)=[CH:12][CH:11]=1.CCN(C(C)C)C(C)C.[C:41](Cl)(=[O:52])[O:42][C:43]1[CH:48]=[CH:47][C:46]([N+:49]([O-:51])=[O:50])=[CH:45][CH:44]=1. Product: [F:31][C:9]([F:30])([F:8])[C:10]1[CH:15]=[CH:14][C:13]([C:16]2[O:20][N:19]=[C:18]([CH:21]3[CH2:24][C:23]4([CH2:25][CH2:26][N:27]([C:41]([O:42][C:43]5[CH:44]=[CH:45][C:46]([N+:49]([O-:51])=[O:50])=[CH:47][CH:48]=5)=[O:52])[CH2:28][CH2:29]4)[CH2:22]3)[N:17]=2)=[CH:12][CH:11]=1. The catalyst class is: 12.